This data is from Forward reaction prediction with 1.9M reactions from USPTO patents (1976-2016). The task is: Predict the product of the given reaction. (1) Given the reactants [OH:1][C:2]1[CH:6]([C:7]2[CH:12]=[CH:11][CH:10]=[CH:9][CH:8]=2)[CH2:5][C:4](=[O:13])[CH:3]=1.[CH:14](=O)[C:15]1[CH:20]=[CH:19][CH:18]=[CH:17][CH:16]=1.[CH2:22]([C:24]1[CH:25]=[C:26]2[C:30](=[CH:31][CH:32]=1)[NH:29][CH:28]=[C:27]2[CH2:33][CH2:34][NH:35][C:36](=[O:38])[CH3:37])[CH3:23], predict the reaction product. The product is: [CH2:22]([C:24]1[CH:25]=[C:26]2[C:30](=[CH:31][CH:32]=1)[NH:29][C:28]([CH:14]([C:3]1[C:4](=[O:13])[CH2:5][CH:6]([C:7]3[CH:12]=[CH:11][CH:10]=[CH:9][CH:8]=3)[C:2]=1[OH:1])[C:15]1[CH:20]=[CH:19][CH:18]=[CH:17][CH:16]=1)=[C:27]2[CH2:33][CH2:34][NH:35][C:36](=[O:38])[CH3:37])[CH3:23]. (2) Given the reactants [CH:1]1([NH2:4])[CH2:3][CH2:2]1.C(N(CC)CC)C.Cl[CH2:13][C:14]1[N:15]=[C:16]([CH:19]2[CH2:24][CH:23]([C:25]3[CH:30]=[CH:29][C:28]([CH2:31][CH3:32])=[CH:27][CH:26]=3)[CH2:22][N:21]([C:33]([N:35]3[CH2:40][CH2:39][O:38][CH2:37][CH2:36]3)=[O:34])[CH2:20]2)[S:17][CH:18]=1, predict the reaction product. The product is: [CH:1]1([NH:4][CH2:13][C:14]2[N:15]=[C:16]([CH:19]3[CH2:24][CH:23]([C:25]4[CH:26]=[CH:27][C:28]([CH2:31][CH3:32])=[CH:29][CH:30]=4)[CH2:22][N:21]([C:33]([N:35]4[CH2:36][CH2:37][O:38][CH2:39][CH2:40]4)=[O:34])[CH2:20]3)[S:17][CH:18]=2)[CH2:3][CH2:2]1.